From a dataset of Forward reaction prediction with 1.9M reactions from USPTO patents (1976-2016). Predict the product of the given reaction. (1) Given the reactants [C:1]([O:4][C@@H:5]1[C@@H:10]([O:11][C:12](=[O:14])[CH3:13])[C@H:9]([O:15][C:16](=[O:18])[CH3:17])[C@@H:8]([CH2:19][O:20][C:21](=[O:23])[CH3:22])[O:7][C@@H:6]1[O:24][C@@H:25]1[C@@H:30]([CH2:31][O:32][C:33](=[O:35])[CH3:34])[O:29][C@H:28]([O:36][C@@H:37]2[C@@H:42]([CH2:43][O:44][C:45](=[O:47])[CH3:46])[O:41][C@@H:40]([N:48]=[N+:49]=[N-:50])[C@H:39]([O:51][C:52](=[O:54])[CH3:53])[C@H:38]2[O:55][C:56](=[O:58])[CH3:57])[C@H:27]([O:59][C:60](=[O:62])[CH3:61])[C@H:26]1[O:63][C:64](=[O:66])[CH3:65])(=[O:3])[CH3:2].[CH2:67]([O:70][CH:71]1[CH2:96][CH2:95][C@@:94]2([CH3:97])[CH:73]([CH2:74][CH2:75][C@@H:76]3[C@@H:93]2[CH2:92][CH2:91][C@@:90]2([CH3:98])[C@H:77]3[CH2:78][CH2:79][C@@H:80]2[C@H:81]([CH3:89])[CH2:82][CH2:83][CH2:84][CH:85]([CH3:88])[CH2:86]O)[CH2:72]1)[C:68]#[CH:69].C(Cl)(Cl)Cl.O=C1O[C@H]([C@H](CO)O)C([O-])=C1O.[Na+], predict the reaction product. The product is: [C:1]([O:4][C@@H:5]1[C@@H:10]([O:11][C:12](=[O:14])[CH3:13])[C@H:9]([O:15][C:16](=[O:18])[CH3:17])[C@@H:8]([CH2:19][O:20][C:21](=[O:23])[CH3:22])[O:7][C@@H:6]1[O:24][C@@H:25]1[C@@H:30]([CH2:31][O:32][C:33](=[O:35])[CH3:34])[O:29][C@H:28]([O:36][C@@H:37]2[C@@H:42]([CH2:43][O:44][C:45](=[O:47])[CH3:46])[O:41][C@@H:40]([N:48]3[CH:69]=[C:68]([CH2:67][O:70][C@H:71]4[CH2:96][CH2:95][C@@:94]5([CH3:97])[CH:73]([CH2:74][CH2:75][C@@H:76]6[C@@H:93]5[CH2:92][CH2:91][C@@:90]5([CH3:98])[C@H:77]6[CH2:78][CH2:79][C@@H:80]5[C@H:81]([CH3:89])[CH2:82][CH2:83][CH2:84][CH:85]([CH3:86])[CH3:88])[CH2:72]4)[N:50]=[N:49]3)[C@H:39]([O:51][C:52](=[O:54])[CH3:53])[C@H:38]2[O:55][C:56](=[O:58])[CH3:57])[C@H:27]([O:59][C:60](=[O:62])[CH3:61])[C@H:26]1[O:63][C:64](=[O:66])[CH3:65])(=[O:3])[CH3:2]. (2) Given the reactants [F:1][C:2]1[CH:3]=[C:4]([CH:14]([NH:16][C:17]([C:19]2[N:20]=[C:21](Cl)[O:22][CH:23]=2)=[O:18])[CH3:15])[CH:5]=[C:6]([F:13])[C:7]=1[NH:8][S:9]([CH3:12])(=[O:11])=[O:10].[CH:25]([C:28]1[CH:33]=[CH:32][C:31]([OH:34])=[CH:30][CH:29]=1)([CH3:27])[CH3:26], predict the reaction product. The product is: [F:1][C:2]1[CH:3]=[C:4]([CH:14]([NH:16][C:17]([C:19]2[N:20]=[C:21]([O:34][C:31]3[CH:32]=[CH:33][C:28]([CH:25]([CH3:27])[CH3:26])=[CH:29][CH:30]=3)[O:22][CH:23]=2)=[O:18])[CH3:15])[CH:5]=[C:6]([F:13])[C:7]=1[NH:8][S:9]([CH3:12])(=[O:11])=[O:10]. (3) The product is: [C:1]([C:5]1[CH:6]=[CH:7][C:8]([NH:11][C:25]2[C:26]3[CH2:27][CH2:28][N:19]([CH2:12][C:13]4[CH:18]=[CH:17][CH:16]=[CH:15][CH:14]=4)[CH2:20][C:21]=3[N:22]=[CH:23][N:24]=2)=[CH:9][CH:10]=1)([CH3:4])([CH3:2])[CH3:3]. Given the reactants [C:1]([C:5]1[CH:10]=[CH:9][C:8]([NH2:11])=[CH:7][CH:6]=1)([CH3:4])([CH3:3])[CH3:2].[CH2:12]([N:19]1[CH2:28][CH2:27][C:26]2[C:25](Cl)=[N:24][CH:23]=[N:22][C:21]=2[CH2:20]1)[C:13]1[CH:18]=[CH:17][CH:16]=[CH:15][CH:14]=1, predict the reaction product. (4) Given the reactants Br[CH2:2][C:3]([C:5]1[CH:10]=[CH:9][C:8]([C:11]2[CH:16]=[CH:15][CH:14]=[CH:13][N:12]=2)=[C:7]([O:17][CH3:18])[CH:6]=1)=O.[NH2:19][C:20]1[S:21][CH:22]=[N:23][N:24]=1, predict the reaction product. The product is: [CH3:18][O:17][C:7]1[CH:6]=[C:5]([C:3]2[N:19]=[C:20]3[N:24]([CH:2]=2)[N:23]=[CH:22][S:21]3)[CH:10]=[CH:9][C:8]=1[C:11]1[CH:16]=[CH:15][CH:14]=[CH:13][N:12]=1. (5) Given the reactants [Br:1][C:2]1[CH:7]=[CH:6][C:5]([OH:8])=[C:4]([C:9]2[N:13]=[CH:12][NH:11][N:10]=2)[CH:3]=1.Cl[C:15]1[C:20]([CH3:21])=[CH:19][CH:18]=[CH:17][N:16]=1, predict the reaction product. The product is: [Br:1][C:2]1[CH:7]=[CH:6][C:5]([OH:8])=[C:4]([C:9]2[N:13]=[CH:12][N:11]([C:15]3[C:20]([CH3:21])=[CH:19][CH:18]=[CH:17][N:16]=3)[N:10]=2)[CH:3]=1. (6) Given the reactants [NH2:1][C@H:2]([C:4]1[N:8]([C:9]2[CH:10]=[C:11]([CH:14]=[CH:15][CH:16]=2)[C:12]#[N:13])[C:7]2[CH:17]=[CH:18][CH:19]=[CH:20][C:6]=2[N:5]=1)[CH3:3].Cl[C:22]1[N:30]=[CH:29][N:28]=[C:27]2[C:23]=1[N:24]=[CH:25][N:26]2C1CCCCO1.CCN(C(C)C)C(C)C, predict the reaction product. The product is: [N:30]1[C:22]([NH:1][C@H:2]([C:4]2[N:8]([C:9]3[CH:10]=[C:11]([CH:14]=[CH:15][CH:16]=3)[C:12]#[N:13])[C:7]3[CH:17]=[CH:18][CH:19]=[CH:20][C:6]=3[N:5]=2)[CH3:3])=[C:23]2[C:27]([NH:26][CH:25]=[N:24]2)=[N:28][CH:29]=1. (7) Given the reactants ClC(Cl)(Cl)C([O:6][C:7]([N:9]1[CH:14]2[C:15]([C:36](O)=[O:37])=[C:16]([C:18]3[CH:23]=[CH:22][C:21]([O:24][CH2:25][CH2:26][O:27][C:28]4[CH:33]=[C:32]([F:34])[CH:31]=[CH:30][C:29]=4[Cl:35])=[CH:20][CH:19]=3)[CH2:17][CH:10]1[CH2:11][N:12]([C:39](=[O:41])[CH3:40])[CH2:13]2)=[O:8])(C)C.[CH:44]1([NH:47][CH2:48][C:49]2[CH:54]=[C:53]([O:55][CH3:56])[CH:52]=[CH:51][C:50]=2[F:57])[CH2:46][CH2:45]1, predict the reaction product. The product is: [CH:7]([OH:8])=[O:6].[CH:44]1([N:47]([CH2:48][C:49]2[CH:54]=[C:53]([O:55][CH3:56])[CH:52]=[CH:51][C:50]=2[F:57])[C:36]([C:15]2[CH:14]3[NH:9][CH:10]([CH2:17][C:16]=2[C:18]2[CH:23]=[CH:22][C:21]([O:24][CH2:25][CH2:26][O:27][C:28]4[CH:33]=[C:32]([F:34])[CH:31]=[CH:30][C:29]=4[Cl:35])=[CH:20][CH:19]=2)[CH2:11][N:12]([C:39](=[O:41])[CH3:40])[CH2:13]3)=[O:37])[CH2:45][CH2:46]1. (8) Given the reactants [C:1]([C:5]1[CH:6]=[C:7]([C:23](=[O:26])[NH:24][CH3:25])[C:8]([O:21][CH3:22])=[C:9]([NH:11][C:12](=[O:20])OC2C=CC=CC=2)[CH:10]=1)([CH3:4])([CH3:3])[CH3:2].[NH2:27][C:28]1[C:37]2[C:32](=[CH:33][CH:34]=[CH:35][CH:36]=2)[C:31]([O:38][C:39]2[CH:44]=[CH:43][N:42]=[C:41]([NH:45][C:46]3[CH:47]=[C:48]([CH:61]=[C:62]([C:64]#[CH:65])[CH:63]=3)[C:49]([NH:51][C@@H:52]([CH3:60])[CH2:53][N:54]3[CH2:59][CH2:58][O:57][CH2:56][CH2:55]3)=[O:50])[N:40]=2)=[CH:30][CH:29]=1.C(N(CC)CC)C, predict the reaction product. The product is: [C:1]([C:5]1[CH:10]=[C:9]([NH:11][C:12]([NH:27][C:28]2[C:37]3[C:32](=[CH:33][CH:34]=[CH:35][CH:36]=3)[C:31]([O:38][C:39]3[CH:44]=[CH:43][N:42]=[C:41]([NH:45][C:46]4[CH:47]=[C:48]([C:49](=[O:50])[NH:51][C@@H:52]([CH3:60])[CH2:53][N:54]5[CH2:59][CH2:58][O:57][CH2:56][CH2:55]5)[CH:61]=[C:62]([C:64]#[CH:65])[CH:63]=4)[N:40]=3)=[CH:30][CH:29]=2)=[O:20])[C:8]([O:21][CH3:22])=[C:7]([CH:6]=1)[C:23]([NH:24][CH3:25])=[O:26])([CH3:2])([CH3:3])[CH3:4].